Dataset: Peptide-MHC class I binding affinity with 185,985 pairs from IEDB/IMGT. Task: Regression. Given a peptide amino acid sequence and an MHC pseudo amino acid sequence, predict their binding affinity value. This is MHC class I binding data. (1) The peptide sequence is LYYLFNQHI. The MHC is HLA-A30:02 with pseudo-sequence HLA-A30:02. The binding affinity (normalized) is 0.149. (2) The peptide sequence is SVNCFTSLVWAPL. The MHC is HLA-A02:03 with pseudo-sequence HLA-A02:03. The binding affinity (normalized) is 0.457.